The task is: Regression. Given two drug SMILES strings and cell line genomic features, predict the synergy score measuring deviation from expected non-interaction effect.. This data is from NCI-60 drug combinations with 297,098 pairs across 59 cell lines. (1) Drug 1: CC12CCC(CC1=CCC3C2CCC4(C3CC=C4C5=CN=CC=C5)C)O. Drug 2: C1=NC(=NC(=O)N1C2C(C(C(O2)CO)O)O)N. Cell line: SK-MEL-28. Synergy scores: CSS=-0.577, Synergy_ZIP=1.31, Synergy_Bliss=2.11, Synergy_Loewe=-3.71, Synergy_HSA=-2.96. (2) Cell line: 786-0. Drug 2: CS(=O)(=O)OCCCCOS(=O)(=O)C. Drug 1: CNC(=O)C1=NC=CC(=C1)OC2=CC=C(C=C2)NC(=O)NC3=CC(=C(C=C3)Cl)C(F)(F)F. Synergy scores: CSS=3.03, Synergy_ZIP=-0.853, Synergy_Bliss=-1.94, Synergy_Loewe=-1.16, Synergy_HSA=-2.22.